From a dataset of Catalyst prediction with 721,799 reactions and 888 catalyst types from USPTO. Predict which catalyst facilitates the given reaction. (1) The catalyst class is: 841. Reactant: [CH3:1][O:2][C:3](=[O:13])[CH:4]([C:6]1[CH:11]=[CH:10][CH:9]=[C:8](Br)[N:7]=1)O.[CH3:14][O:15][C:16]1[CH:21]=[CH:20][CH:19]=[CH:18][C:17]=1[C:22]1[C:30]2[C:25](=[N:26][CH:27]=[C:28](B3OC(C)(C)C(C)(C)O3)[CH:29]=2)[N:24]([CH2:40][O:41][CH2:42][CH2:43][Si:44]([CH3:47])([CH3:46])[CH3:45])[N:23]=1.[OH2:48]. Product: [CH3:1][O:2][C:3](=[O:13])[CH2:4][C:6]1[CH:11]=[CH:10][C:9]([OH:48])=[C:8]([C:28]2[CH:29]=[C:30]3[C:22]([C:17]4[CH:18]=[CH:19][CH:20]=[CH:21][C:16]=4[O:15][CH3:14])=[N:23][N:24]([CH2:40][O:41][CH2:42][CH2:43][Si:44]([CH3:45])([CH3:47])[CH3:46])[C:25]3=[N:26][CH:27]=2)[N:7]=1. (2) Reactant: Br[C:2]1[CH:6]=[C:5]([CH:7]2[O:11][CH2:10][CH2:9][O:8]2)[S:4][C:3]=1[CH2:12][CH2:13][CH2:14][OH:15].C(=O)([O-])[O-].[Cs+].[Cs+]. Product: [O:8]1[CH2:9][CH2:10][O:11][CH:7]1[C:5]1[S:4][C:3]2[CH2:12][CH2:13][CH2:14][O:15][C:2]=2[CH:6]=1. The catalyst class is: 11. (3) Reactant: [F:8][C:7]([F:10])([F:9])[C:6](O[C:6](=[O:11])[C:7]([F:10])([F:9])[F:8])=[O:11].[CH3:14][O:15][C:16]([C@@H:18]1[CH2:20][C@H:19]1[C:21]1[CH:26]=[CH:25][C:24]([NH:27][CH2:28][C:29]2[CH:30]=[CH:31][CH:32]=[C:33]3[C:38]=2[N:37]([C:39]([O:41][C:42]([CH3:45])([CH3:44])[CH3:43])=[O:40])[CH2:36][CH2:35][CH2:34]3)=[CH:23][CH:22]=1)=[O:17].C(=O)(O)[O-].[Na+]. Product: [CH3:14][O:15][C:16]([C@@H:18]1[CH2:20][C@H:19]1[C:21]1[CH:22]=[CH:23][C:24]([N:27]([CH2:28][C:29]2[CH:30]=[CH:31][CH:32]=[C:33]3[C:38]=2[N:37]([C:39]([O:41][C:42]([CH3:45])([CH3:44])[CH3:43])=[O:40])[CH2:36][CH2:35][CH2:34]3)[C:6](=[O:11])[C:7]([F:8])([F:9])[F:10])=[CH:25][CH:26]=1)=[O:17]. The catalyst class is: 4.